This data is from Forward reaction prediction with 1.9M reactions from USPTO patents (1976-2016). The task is: Predict the product of the given reaction. (1) The product is: [CH2:33]([NH:35][C:39](=[O:40])[CH2:38][NH:37][C:3](=[O:4])[CH:2]([OH:1])[C:6]1[CH:11]=[CH:10][C:9]([C:12]2[N:16]=[C:15]([C:17]3[C:21]([C:22]([F:25])([F:23])[F:24])=[C:20]([C:26]4[CH:31]=[CH:30][CH:29]=[CH:28][CH:27]=4)[O:19][N:18]=3)[O:14][N:13]=2)=[CH:8][CH:7]=1)[CH3:34]. Given the reactants [OH:1][CH:2]([C:6]1[CH:11]=[CH:10][C:9]([C:12]2[N:16]=[C:15]([C:17]3[C:21]([C:22]([F:25])([F:24])[F:23])=[C:20]([C:26]4[CH:31]=[CH:30][CH:29]=[CH:28][CH:27]=4)[O:19][N:18]=3)[O:14][N:13]=2)=[CH:8][CH:7]=1)[C:3](O)=[O:4].Cl.[CH2:33]([NH2:35])[CH3:34].C[N:37]1CC[O:40][CH2:39][CH2:38]1.CN(C(ON1N=NC2C=CC=NC1=2)=[N+](C)C)C.F[P-](F)(F)(F)(F)F, predict the reaction product. (2) Given the reactants C(OC([N:8]1[CH2:13][CH:12]2[CH2:14][CH:9]1[CH2:10][N:11]2[C:15]1[C:23]2[C:18](=[CH:19][C:20]([F:24])=[CH:21][CH:22]=2)[N:17]([C:25]2[CH:30]=[CH:29][N:28]=[C:27]([NH:31][CH:32]([C:34]3[CH:39]=[CH:38][CH:37]=[CH:36][CH:35]=3)[CH3:33])[CH:26]=2)[N:16]=1)=O)(C)(C)C.ClCCl.C(=O)(O)[O-].[Na+], predict the reaction product. The product is: [CH:12]12[CH2:14][CH:9]([NH:8][CH2:13]1)[CH2:10][N:11]2[C:15]1[C:23]2[C:18](=[CH:19][C:20]([F:24])=[CH:21][CH:22]=2)[N:17]([C:25]2[CH:30]=[CH:29][N:28]=[C:27]([NH:31][CH:32]([C:34]3[CH:35]=[CH:36][CH:37]=[CH:38][CH:39]=3)[CH3:33])[CH:26]=2)[N:16]=1. (3) Given the reactants [C:1]([OH:7])(=[O:6])[CH2:2][CH2:3][CH:4]=[CH2:5].[CH2:8](I)[CH3:9].C(=O)([O-])[O-].[K+].[K+].C1OCCOCCOCCOCCOCCOC1, predict the reaction product. The product is: [C:1]([O:7][CH2:8][CH3:9])(=[O:6])[CH2:2][CH2:3][CH:4]=[CH2:5]. (4) The product is: [CH3:1][CH:2]1[CH2:7][CH2:6][N:5]([C:18]2[CH:23]=[CH:22][N:21]=[CH:20][C:19]=2[N+:24]([O-:26])=[O:25])[CH2:4][CH:3]1[NH:8][P:9](=[O:16])([O:13][CH2:14][CH3:15])[O:10][CH2:11][CH3:12]. Given the reactants [CH3:1][CH:2]1[CH2:7][CH2:6][NH:5][CH2:4][CH:3]1[NH:8][P:9](=[O:16])([O:13][CH2:14][CH3:15])[O:10][CH2:11][CH3:12].Cl[C:18]1[CH:23]=[CH:22][N:21]=[CH:20][C:19]=1[N+:24]([O-:26])=[O:25].CCN(C(C)C)C(C)C, predict the reaction product. (5) Given the reactants [C:1]([CH2:4][N:5]1[CH:9]=[CH:8][C:7]([NH:10][C:11]([C:13]2[CH:18]=[C:17]([C:19]3[CH:24]=[C:23]([F:25])[CH:22]=[C:21]([F:26])[CH:20]=3)[CH:16]=[C:15]([CH3:27])[N:14]=2)=[O:12])=[N:6]1)(=O)[NH2:2].O=P(Cl)(Cl)Cl, predict the reaction product. The product is: [C:1]([CH2:4][N:5]1[CH:9]=[CH:8][C:7]([NH:10][C:11]([C:13]2[CH:18]=[C:17]([C:19]3[CH:24]=[C:23]([F:25])[CH:22]=[C:21]([F:26])[CH:20]=3)[CH:16]=[C:15]([CH3:27])[N:14]=2)=[O:12])=[N:6]1)#[N:2].